From a dataset of Reaction yield outcomes from USPTO patents with 853,638 reactions. Predict the reaction yield, written as a fraction of the theoretical maximum amount of product (1.0 means a 100% yield; for example, 0.34 means a 34% yield). (1) The reactants are [F:1][C:2]1[CH:25]=[C:24]([N+:26]([O-:28])=[O:27])[CH:23]=[CH:22][C:3]=1[O:4][C:5]1[CH:10]=[CH:9][N:8]=[C:7]2[CH:11]=[C:12]([C:14]3[CH:21]=[CH:20][C:17]([CH:18]=O)=[CH:16][N:15]=3)[S:13][C:6]=12.[CH3:29][NH:30][CH3:31].[BH-](OC(C)=O)(OC(C)=O)OC(C)=O.[Na+]. The catalyst is C(Cl)Cl. The product is [F:1][C:2]1[CH:25]=[C:24]([N+:26]([O-:28])=[O:27])[CH:23]=[CH:22][C:3]=1[O:4][C:5]1[CH:10]=[CH:9][N:8]=[C:7]2[CH:11]=[C:12]([C:14]3[N:15]=[CH:16][C:17]([CH2:18][N:30]([CH3:31])[CH3:29])=[CH:20][CH:21]=3)[S:13][C:6]=12. The yield is 0.830. (2) The reactants are [H-].[Na+].[CH3:3][CH2:4][O:5][C:6]([CH:8](P(OCC)(OCC)=O)[CH3:9])=[O:7].[CH:18]([C:21]1[CH:28]=[CH:27][C:24]([CH:25]=O)=[CH:23][CH:22]=1)([CH3:20])[CH3:19].O. The catalyst is CN(C=O)C. The product is [CH:18]([C:21]1[CH:28]=[CH:27][C:24]([CH:25]=[C:8]([CH3:9])[C:6]([O:5][CH2:4][CH3:3])=[O:7])=[CH:23][CH:22]=1)([CH3:20])[CH3:19]. The yield is 0.960. (3) The reactants are [Cl:1][C:2]1[CH:7]=[CH:6][C:5]([C:8]2[CH:12]([C:13]3[CH:18]=[CH:17][CH:16]=[CH:15][CH:14]=3)[CH2:11][N:10]([C:19](=S)[NH:20][S:21]([N:24]([CH2:28][CH3:29])[CH2:25][CH2:26][CH3:27])(=[O:23])=[O:22])[N:9]=2)=[CH:4][CH:3]=1.[CH3:31][NH2:32]. The catalyst is C(#N)C.Cl[Hg]Cl. The product is [Cl:1][C:2]1[CH:7]=[CH:6][C:5]([C:8]2[CH:12]([C:13]3[CH:18]=[CH:17][CH:16]=[CH:15][CH:14]=3)[CH2:11][N:10]([C:19]([NH:32][CH3:31])=[N:20][S:21]([N:24]([CH2:28][CH3:29])[CH2:25][CH2:26][CH3:27])(=[O:23])=[O:22])[N:9]=2)=[CH:4][CH:3]=1. The yield is 0.770. (4) The reactants are [F:1][C:2]([F:23])([F:22])[C:3]1[C:11]2[CH2:10][CH2:9][CH2:8][CH2:7][C:6]=2[N:5]([C:12]2[CH:21]=[CH:20][C:15]([C:16]([O:18]C)=[O:17])=[CH:14][CH:13]=2)[N:4]=1.[OH-].[Na+].O. The catalyst is C(O)C. The product is [F:23][C:2]([F:1])([F:22])[C:3]1[C:11]2[CH2:10][CH2:9][CH2:8][CH2:7][C:6]=2[N:5]([C:12]2[CH:21]=[CH:20][C:15]([C:16]([OH:18])=[O:17])=[CH:14][CH:13]=2)[N:4]=1. The yield is 0.390. (5) The reactants are C([O:3][C:4]([C:6]1[C:7]([NH:18][C:19]2[CH:24]=[CH:23][CH:22]=[CH:21][CH:20]=2)=[N:8][C:9]2[C:14]([C:15]=1[Cl:16])=[CH:13][C:12]([Br:17])=[CH:11][CH:10]=2)=[O:5])C.Cl. The catalyst is C(O)C.[OH-].[Na+]. The product is [Br:17][C:12]1[CH:13]=[C:14]2[C:9](=[CH:10][CH:11]=1)[N:8]=[C:7]([NH:18][C:19]1[CH:24]=[CH:23][CH:22]=[CH:21][CH:20]=1)[C:6]([C:4]([OH:5])=[O:3])=[C:15]2[Cl:16]. The yield is 0.700.